From a dataset of Acute oral toxicity (LD50) regression data from Zhu et al.. Regression/Classification. Given a drug SMILES string, predict its toxicity properties. Task type varies by dataset: regression for continuous values (e.g., LD50, hERG inhibition percentage) or binary classification for toxic/non-toxic outcomes (e.g., AMES mutagenicity, cardiotoxicity, hepatotoxicity). Dataset: ld50_zhu. (1) The drug is COc1ccc(OC)c2[nH]c(C(F)(F)F)nc12. The rat oral LD50 is 3.61, given as -log10 of the dose in mol/kg body weight (higher means more acutely toxic). (2) The drug is CNC(=O)Oc1ccc(SC)c(C)c1. The rat oral LD50 is 3.63, given as -log10 of the dose in mol/kg body weight (higher means more acutely toxic). (3) The molecule is CCOCCOc1ccc(Cl)cc1Cl. The rat oral LD50 is 2.22, given as -log10 of the dose in mol/kg body weight (higher means more acutely toxic). (4) The drug is CC(C)=CCC(CCN1CCOCC1)(C(N)=O)c1cccc2ccccc12. The rat oral LD50 is 3.32, given as -log10 of the dose in mol/kg body weight (higher means more acutely toxic). (5) The compound is CCCCCc1cc(O)c2c(c1)OC(C)(C)C1CC=C(C)CC21. The rat oral LD50 is 2.56, given as -log10 of the dose in mol/kg body weight (higher means more acutely toxic).